Dataset: Full USPTO retrosynthesis dataset with 1.9M reactions from patents (1976-2016). Task: Predict the reactants needed to synthesize the given product. (1) Given the product [C:1]([C:4]1[C:22](=[O:23])[C@@:8]2([CH3:24])[C:9]3[C:15]([OH:16])=[CH:14][C:13]([O:17][CH3:18])=[C:12]([C:19]([NH:21][CH2:29][C:28]4[CH:31]=[CH:32][CH:33]=[CH:34][C:27]=4[Br:26])=[O:20])[C:10]=3[O:11][C:7]2=[CH:6][C:5]=1[OH:25])(=[O:3])[CH3:2], predict the reactants needed to synthesize it. The reactants are: [C:1]([C:4]1[C:22](=[O:23])[C@@:8]2([CH3:24])[C:9]3[C:15]([OH:16])=[CH:14][C:13]([O:17][CH3:18])=[C:12]([C:19]([NH2:21])=[O:20])[C:10]=3[O:11][C:7]2=[CH:6][C:5]=1[OH:25])(=[O:3])[CH3:2].[Br:26][C:27]1[CH:34]=[CH:33][CH:32]=[CH:31][C:28]=1[CH:29]=O.C([SiH](CC)CC)C.FC(F)(F)C(O)=O. (2) Given the product [NH2:19][C:20]1[C:25]([C:26]([C:28]2[C:36]([OH:35])=[CH:32][CH:31]=[C:30]([F:37])[C:29]=2[F:1])=[O:27])=[CH:24][N:23]=[C:22]([NH:18][CH:15]2[CH2:14][CH2:13][N:12]([S:9]([CH3:8])(=[O:11])=[O:10])[CH2:17][CH2:16]2)[N:21]=1, predict the reactants needed to synthesize it. The reactants are: [F:1]C(F)(F)C(O)=O.[CH3:8][S:9]([N:12]1[CH2:17][CH2:16][CH:15]([NH2:18])[CH2:14][CH2:13]1)(=[O:11])=[O:10].[NH2:19][C:20]1[C:25]([C:26]([C:28]2[C:36]3[O:35]C=C[C:32]=3[CH:31]=[C:30]([F:37])[CH:29]=2)=[O:27])=[CH:24][N:23]=[C:22](Cl)[N:21]=1.C(N(C(C)C)CC)(C)C. (3) Given the product [C@@H:18]1([C:16]([NH:15][C:6]2([C:4]([OH:5])=[O:3])[CH2:14][C:13]3[C:8](=[CH:9][CH:10]=[CH:11][CH:12]=3)[CH2:7]2)=[O:17])[C:27]2[C:22](=[CH:23][CH:24]=[CH:25][CH:26]=2)[CH2:21][CH2:20][CH2:19]1, predict the reactants needed to synthesize it. The reactants are: C([O:3][C:4]([C:6]1([NH:15][C:16]([C@@H:18]2[C:27]3[C:22](=[CH:23][CH:24]=[CH:25][CH:26]=3)[CH2:21][CH2:20][CH2:19]2)=[O:17])[CH2:14][C:13]2[C:8](=[CH:9][CH:10]=[CH:11][CH:12]=2)[CH2:7]1)=[O:5])C.[OH-].[K+].O.